From a dataset of Forward reaction prediction with 1.9M reactions from USPTO patents (1976-2016). Predict the product of the given reaction. (1) Given the reactants [H-].[Na+].[F:3][C:4]1[CH:9]=[CH:8][C:7]([C:10]2[C:11](=[O:19])[C:12]([C:16]([OH:18])=[O:17])=[CH:13][NH:14][CH:15]=2)=[CH:6][CH:5]=1.[CH2:20](Br)[C:21]1[CH:26]=[CH:25][CH:24]=[CH:23][CH:22]=1.[OH-].[Na+].C(O)(=O)CC(CC(O)=O)(C(O)=O)O, predict the reaction product. The product is: [CH2:20]([N:14]1[CH:15]=[C:10]([C:7]2[CH:6]=[CH:5][C:4]([F:3])=[CH:9][CH:8]=2)[C:11](=[O:19])[C:12]([C:16]([OH:18])=[O:17])=[CH:13]1)[C:21]1[CH:26]=[CH:25][CH:24]=[CH:23][CH:22]=1. (2) Given the reactants [CH3:1][C:2]1[CH:7]=[CH:6][CH:5]=[CH:4][C:3]=1[OH:8].Cl[C:10]1[C:19]2[C:14](=[CH:15][CH:16]=[CH:17][CH:18]=2)[CH:13]=[C:12]([NH:20][C:21]2[CH:25]=[C:24]([CH3:26])[NH:23][N:22]=2)[N:11]=1, predict the reaction product. The product is: [CH3:26][C:24]1[NH:23][N:22]=[C:21]([NH:20][C:12]2[N:11]=[C:10]([O:8][C:3]3[CH:4]=[CH:5][CH:6]=[CH:7][C:2]=3[CH3:1])[C:19]3[C:14]([CH:13]=2)=[CH:15][CH:16]=[CH:17][CH:18]=3)[CH:25]=1.